From a dataset of NCI-60 drug combinations with 297,098 pairs across 59 cell lines. Regression. Given two drug SMILES strings and cell line genomic features, predict the synergy score measuring deviation from expected non-interaction effect. (1) Drug 2: CCCCCOC(=O)NC1=NC(=O)N(C=C1F)C2C(C(C(O2)C)O)O. Drug 1: C1CN1P(=S)(N2CC2)N3CC3. Cell line: HOP-92. Synergy scores: CSS=6.10, Synergy_ZIP=-3.39, Synergy_Bliss=-1.42, Synergy_Loewe=-2.48, Synergy_HSA=-1.07. (2) Drug 1: CC1=C(C=C(C=C1)NC(=O)C2=CC=C(C=C2)CN3CCN(CC3)C)NC4=NC=CC(=N4)C5=CN=CC=C5. Drug 2: CCN(CC)CCCC(C)NC1=C2C=C(C=CC2=NC3=C1C=CC(=C3)Cl)OC. Cell line: RPMI-8226. Synergy scores: CSS=22.9, Synergy_ZIP=-5.36, Synergy_Bliss=5.07, Synergy_Loewe=6.98, Synergy_HSA=7.23. (3) Drug 1: C1CN1C2=NC(=NC(=N2)N3CC3)N4CC4. Drug 2: CC(C)CN1C=NC2=C1C3=CC=CC=C3N=C2N. Cell line: COLO 205. Synergy scores: CSS=53.7, Synergy_ZIP=7.85, Synergy_Bliss=7.48, Synergy_Loewe=6.09, Synergy_HSA=7.83. (4) Drug 1: CCC1=C2CN3C(=CC4=C(C3=O)COC(=O)C4(CC)O)C2=NC5=C1C=C(C=C5)O. Drug 2: CC1C(C(CC(O1)OC2CC(CC3=C2C(=C4C(=C3O)C(=O)C5=CC=CC=C5C4=O)O)(C(=O)C)O)N)O. Cell line: SF-539. Synergy scores: CSS=55.1, Synergy_ZIP=7.13, Synergy_Bliss=5.40, Synergy_Loewe=7.85, Synergy_HSA=9.61. (5) Drug 1: C1=NC2=C(N1)C(=S)N=C(N2)N. Drug 2: C1C(C(OC1N2C=NC(=NC2=O)N)CO)O. Cell line: U251. Synergy scores: CSS=26.9, Synergy_ZIP=0.895, Synergy_Bliss=1.15, Synergy_Loewe=-5.44, Synergy_HSA=0.817. (6) Drug 1: CC1=C2C(C(=O)C3(C(CC4C(C3C(C(C2(C)C)(CC1OC(=O)C(C(C5=CC=CC=C5)NC(=O)OC(C)(C)C)O)O)OC(=O)C6=CC=CC=C6)(CO4)OC(=O)C)OC)C)OC. Drug 2: CC1=CC=C(C=C1)C2=CC(=NN2C3=CC=C(C=C3)S(=O)(=O)N)C(F)(F)F. Cell line: OVCAR3. Synergy scores: CSS=74.5, Synergy_ZIP=20.3, Synergy_Bliss=19.4, Synergy_Loewe=-20.4, Synergy_HSA=20.7.